Dataset: Peptide-MHC class I binding affinity with 185,985 pairs from IEDB/IMGT. Task: Regression. Given a peptide amino acid sequence and an MHC pseudo amino acid sequence, predict their binding affinity value. This is MHC class I binding data. (1) The peptide sequence is LSDLKKTIY. The MHC is HLA-A80:01 with pseudo-sequence HLA-A80:01. The binding affinity (normalized) is 0.0847. (2) The binding affinity (normalized) is 0.464. The MHC is HLA-A02:03 with pseudo-sequence HLA-A02:03. The peptide sequence is KLLNMRDLI. (3) The peptide sequence is VPRPCQKSL. The MHC is HLA-B39:01 with pseudo-sequence HLA-B39:01. The binding affinity (normalized) is 0.0847. (4) The peptide sequence is NMINVELSL. The MHC is Mamu-A07 with pseudo-sequence Mamu-A07. The binding affinity (normalized) is 0.295. (5) The peptide sequence is KQYGDIDLL. The MHC is HLA-A02:06 with pseudo-sequence HLA-A02:06. The binding affinity (normalized) is 0.802.